The task is: Predict the reaction yield, written as a fraction of the theoretical maximum amount of product (1.0 means a 100% yield; for example, 0.34 means a 34% yield).. This data is from Reaction yield outcomes from USPTO patents with 853,638 reactions. (1) The reactants are Cl.[F:2][C:3]1[CH:17]=[CH:16][C:6]2[C:7]([CH:10]3[CH2:15][CH2:14][NH:13][CH2:12][CH2:11]3)=[N:8][O:9][C:5]=2[CH:4]=1.Cl[CH2:19][CH2:20][CH2:21][O:22][C:23]1[CH:28]=[CH:27][C:26]([CH:29]([C:30]([CH:29]([C:26]2[CH:27]=[CH:28][C:23]([O:22][CH2:21][CH2:20][CH2:19]Cl)=[C:24]([O:48][CH3:49])[CH:25]=2)C)=O)[CH3:30])=[CH:25][C:24]=1[O:48][CH3:49].C(=O)([O-])[O-:51].[K+].[K+]. The catalyst is O. The product is [CH3:30][C:29]([C:26]1[CH:27]=[CH:28][C:23]([O:22][CH2:21][CH2:20][CH2:19][N:13]2[CH2:12][CH2:11][CH:10]([C:7]3[C:6]4[CH:16]=[CH:17][C:3]([F:2])=[CH:4][C:5]=4[O:9][N:8]=3)[CH2:15][CH2:14]2)=[C:24]([O:48][CH3:49])[CH:25]=1)=[O:51]. The yield is 0.910. (2) The reactants are [OH:1][C:2]1[CH:7]=[CH:6][CH:5]=[CH:4][C:3]=1[C:8](=[O:10])[CH3:9].N1CCCC1.[CH3:16][O:17][C:18]1[CH:32]=[CH:31][C:21]([C:22]([N:24]2[CH2:29][CH2:28][C:27](=O)[CH2:26][CH2:25]2)=[O:23])=[CH:20][C:19]=1[C:33]([F:36])([F:35])[F:34].Cl. The catalyst is ClCCl.C(OCC)(=O)C.CO. The product is [CH3:16][O:17][C:18]1[CH:32]=[CH:31][C:21]([C:22]([N:24]2[CH2:25][CH2:26][C:27]3([CH2:9][C:8](=[O:10])[C:3]4[C:2](=[CH:7][CH:6]=[CH:5][CH:4]=4)[O:1]3)[CH2:28][CH2:29]2)=[O:23])=[CH:20][C:19]=1[C:33]([F:36])([F:34])[F:35]. The yield is 0.790.